This data is from Full USPTO retrosynthesis dataset with 1.9M reactions from patents (1976-2016). The task is: Predict the reactants needed to synthesize the given product. (1) Given the product [NH2:1][C:2]1[N:7]=[C:6]([C:8]2[CH:15]=[C:14]([O:35][CH3:34])[C:11]([C:12]#[N:13])=[C:10]([F:17])[CH:9]=2)[CH:5]=[C:4]([N:18]2[CH2:23][CH2:22][O:21][CH2:20][C@H:19]2[CH:24]([CH3:25])[CH3:26])[N:3]=1, predict the reactants needed to synthesize it. The reactants are: [NH2:1][C:2]1[N:7]=[C:6]([C:8]2[CH:15]=[C:14](F)[C:11]([C:12]#[N:13])=[C:10]([F:17])[CH:9]=2)[CH:5]=[C:4]([N:18]2[CH2:23][CH2:22][O:21][CH2:20][C@H:19]2[CH:24]([CH3:26])[CH3:25])[N:3]=1.C1(C)C=CC=CC=1.[CH3:34][O-:35].[Na+]. (2) The reactants are: [F:1][C:2]([F:30])([F:29])[C:3]1[CH:4]=[C:5]([CH:22]=[C:23]([C:25]([F:28])([F:27])[F:26])[CH:24]=1)[CH2:6][O:7][C:8]([N:10]1[CH2:15][CH2:14][N:13]2[N:16]=[C:17]([C:19](O)=O)[CH:18]=[C:12]2[CH2:11]1)=[O:9].[Si](C=[N+]=[N-])(C)(C)[CH3:32].[ClH:38].[OH-:39].[Na+]. Given the product [Cl:38][CH2:32][C:19]([C:17]1[CH:18]=[C:12]2[CH2:11][N:10]([C:8]([O:7][CH2:6][C:5]3[CH:4]=[C:3]([C:2]([F:30])([F:29])[F:1])[CH:24]=[C:23]([C:25]([F:28])([F:27])[F:26])[CH:22]=3)=[O:9])[CH2:15][CH2:14][N:13]2[N:16]=1)=[O:39], predict the reactants needed to synthesize it. (3) Given the product [Cl:1][C:2]1[CH:3]=[CH:4][C:5]([NH:8][C:9]([C:11]2[CH:16]=[CH:15][CH:14]=[C:13]([O:17][CH3:18])[C:12]=2[NH:19][C:26]([C:25]2[CH:29]=[CH:30][C:22]([C:20]#[N:21])=[CH:23][CH:24]=2)=[O:27])=[O:10])=[N:6][CH:7]=1, predict the reactants needed to synthesize it. The reactants are: [Cl:1][C:2]1[CH:3]=[CH:4][C:5]([NH:8][C:9]([C:11]2[CH:16]=[CH:15][CH:14]=[C:13]([O:17][CH3:18])[C:12]=2[NH2:19])=[O:10])=[N:6][CH:7]=1.[C:20]([C:22]1[CH:30]=[CH:29][C:25]([C:26](Cl)=[O:27])=[CH:24][CH:23]=1)#[N:21].CCCCCC. (4) Given the product [CH2:23]([CH:24]([O:27][C:11]1[CH:12]=[C:13]([CH3:21])[C:14]2[N:15]([C:17]([NH2:20])=[N:18][N:19]=2)[N:16]=1)[CH2:25][CH3:26])[CH3:22], predict the reactants needed to synthesize it. The reactants are: [H-].[Na+].FC(F)(F)C(O)=O.Cl[C:11]1[CH:12]=[C:13]([CH3:21])[C:14]2[N:15]([C:17]([NH2:20])=[N:18][N:19]=2)[N:16]=1.[CH3:22][CH2:23][CH:24]([OH:27])[CH2:25][CH3:26]. (5) Given the product [OH:1][B:2]1[C:6]2[CH:7]=[C:8]([C:11]3[CH:12]=[C:13]([CH:16]=[CH:17][CH:18]=3)[C:14]([OH:22])=[O:19])[CH:9]=[CH:10][C:5]=2[CH2:4][O:3]1, predict the reactants needed to synthesize it. The reactants are: [OH:1][B:2]1[C:6]2[CH:7]=[C:8]([C:11]3[CH:12]=[C:13]([CH:16]=[CH:17][CH:18]=3)[C:14]#N)[CH:9]=[CH:10][C:5]=2[CH2:4][O:3]1.[OH-:19].[Na+].C[OH:22].O. (6) Given the product [Cl:1][C:2]1[CH:3]=[C:4]([CH:8]([O:34][CH3:35])[CH2:9][C:10]2[NH:14][CH:13]=[CH:12][N:11]=2)[CH:5]=[CH:6][CH:7]=1, predict the reactants needed to synthesize it. The reactants are: [Cl:1][C:2]1[CH:3]=[C:4]([CH:8]([O:34][CH3:35])[CH2:9][C:10]2[N:11](C(C3C=CC=CC=3)(C3C=CC=CC=3)C3C=CC=CC=3)[CH:12]=[CH:13][N:14]=2)[CH:5]=[CH:6][CH:7]=1.Cl.[OH-].[Na+]. (7) Given the product [OH:19][CH2:18][CH2:17][O:16][C:13]1[CH:14]=[CH:15][C:10]([C:6]2[C:7]([C:8]#[N:9])=[C:2]([S:24][CH2:40][C:36]3[CH:35]=[N:34][CH:39]=[CH:38][CH:37]=3)[N:3]=[C:4]([O:22][CH3:23])[C:5]=2[C:20]#[N:21])=[CH:11][CH:12]=1, predict the reactants needed to synthesize it. The reactants are: Cl[C:2]1[C:7]([C:8]#[N:9])=[C:6]([C:10]2[CH:15]=[CH:14][C:13]([O:16][CH2:17][CH2:18][OH:19])=[CH:12][CH:11]=2)[C:5]([C:20]#[N:21])=[C:4]([O:22][CH3:23])[N:3]=1.[S-2:24].[Na+].[Na+].C(=O)([O-])[O-].[K+].[K+].Cl.[N:34]1[CH:39]=[CH:38][CH:37]=[C:36]([CH2:40]Cl)[CH:35]=1.